From a dataset of Full USPTO retrosynthesis dataset with 1.9M reactions from patents (1976-2016). Predict the reactants needed to synthesize the given product. Given the product [C:25]1([N:31]=[C:32]([O:44][C:45]2[CH:46]=[CH:47][CH:48]=[CH:49][CH:50]=2)[CH:33]=[CH:34][S:35]([C:38]2[CH:39]=[CH:40][CH:41]=[CH:42][CH:43]=2)(=[O:37])=[O:36])[CH:26]=[CH:27][CH:28]=[CH:29][CH:30]=1, predict the reactants needed to synthesize it. The reactants are: C1(OC(=NC2C=CC=CC=2)C=CSC2C=CC=CC=2)C=CC=CC=1.[C:25]1([N:31]=[C:32]([O:44][C:45]2[CH:50]=[CH:49][CH:48]=[CH:47][CH:46]=2)[CH:33]=[CH:34][S:35]([C:38]2[CH:43]=[CH:42][CH:41]=[CH:40][CH:39]=2)(=[O:37])=[O:36])[CH:30]=[CH:29][CH:28]=[CH:27][CH:26]=1.C1C=C(Cl)C=C(C(OO)=O)C=1.C(=O)(O)[O-].[Na+].